From a dataset of Full USPTO retrosynthesis dataset with 1.9M reactions from patents (1976-2016). Predict the reactants needed to synthesize the given product. (1) Given the product [F:9][C:10]([F:12])([F:11])[C:7]1[C:5](=[O:6])[NH:4][C:2](=[O:3])[NH:1][CH:8]=1, predict the reactants needed to synthesize it. The reactants are: [NH:1]1[CH:8]=[CH:7][C:5](=[O:6])[NH:4][C:2]1=[O:3].[F:9][C:10](I)([F:12])[F:11].C1(S(C2C=CC=CC=2)=O)C=CC=CC=1.S(=O)(=O)(O)O.OO. (2) The reactants are: [OH:1][C:2]1[CH:9]=[CH:8][C:5]([CH:6]=O)=[CH:4][CH:3]=1.[H-].[Na+].Br[CH2:13][CH2:14][O:15][Si](C(C)(C)C)(C)C.[CH3:23]N(C)C=O. Given the product [CH:6]([C:5]1[CH:8]=[CH:9][C:2]([O:1][CH2:13][CH2:14][OH:15])=[CH:3][CH:4]=1)=[CH2:23], predict the reactants needed to synthesize it.